Task: Regression. Given two drug SMILES strings and cell line genomic features, predict the synergy score measuring deviation from expected non-interaction effect.. Dataset: NCI-60 drug combinations with 297,098 pairs across 59 cell lines (1) Drug 1: C1CN1P(=S)(N2CC2)N3CC3. Drug 2: C1CC(=O)NC(=O)C1N2C(=O)C3=CC=CC=C3C2=O. Cell line: HCC-2998. Synergy scores: CSS=1.90, Synergy_ZIP=1.35, Synergy_Bliss=-0.440, Synergy_Loewe=-5.79, Synergy_HSA=-4.23. (2) Drug 1: CC12CCC3C(C1CCC2=O)CC(=C)C4=CC(=O)C=CC34C. Drug 2: C1=NC2=C(N=C(N=C2N1C3C(C(C(O3)CO)O)O)F)N. Cell line: UACC62. Synergy scores: CSS=30.7, Synergy_ZIP=0.371, Synergy_Bliss=1.67, Synergy_Loewe=2.38, Synergy_HSA=2.11. (3) Drug 1: COC1=NC(=NC2=C1N=CN2C3C(C(C(O3)CO)O)O)N. Drug 2: CNC(=O)C1=NC=CC(=C1)OC2=CC=C(C=C2)NC(=O)NC3=CC(=C(C=C3)Cl)C(F)(F)F. Cell line: NCI-H522. Synergy scores: CSS=1.98, Synergy_ZIP=-3.22, Synergy_Bliss=-4.05, Synergy_Loewe=-4.08, Synergy_HSA=-3.05. (4) Drug 1: CC1=C(C=C(C=C1)NC2=NC=CC(=N2)N(C)C3=CC4=NN(C(=C4C=C3)C)C)S(=O)(=O)N.Cl. Synergy scores: CSS=-3.82, Synergy_ZIP=5.99, Synergy_Bliss=7.40, Synergy_Loewe=-2.84, Synergy_HSA=-0.553. Drug 2: CC12CCC3C(C1CCC2O)C(CC4=C3C=CC(=C4)O)CCCCCCCCCS(=O)CCCC(C(F)(F)F)(F)F. Cell line: COLO 205. (5) Drug 1: CCCS(=O)(=O)NC1=C(C(=C(C=C1)F)C(=O)C2=CNC3=C2C=C(C=N3)C4=CC=C(C=C4)Cl)F. Drug 2: CN1C2=C(C=C(C=C2)N(CCCl)CCCl)N=C1CCCC(=O)O.Cl. Cell line: MOLT-4. Synergy scores: CSS=13.4, Synergy_ZIP=-4.16, Synergy_Bliss=-1.40, Synergy_Loewe=-10.6, Synergy_HSA=-3.26. (6) Drug 1: C1CN1P(=S)(N2CC2)N3CC3. Drug 2: CC1C(C(CC(O1)OC2CC(CC3=C2C(=C4C(=C3O)C(=O)C5=CC=CC=C5C4=O)O)(C(=O)C)O)N)O. Cell line: SK-OV-3. Synergy scores: CSS=32.6, Synergy_ZIP=0.596, Synergy_Bliss=4.07, Synergy_Loewe=-9.61, Synergy_HSA=4.65. (7) Drug 1: COC1=C(C=C2C(=C1)N=CN=C2NC3=CC(=C(C=C3)F)Cl)OCCCN4CCOCC4. Drug 2: CCN(CC)CCNC(=O)C1=C(NC(=C1C)C=C2C3=C(C=CC(=C3)F)NC2=O)C. Cell line: HCT116. Synergy scores: CSS=8.25, Synergy_ZIP=-3.83, Synergy_Bliss=-1.02, Synergy_Loewe=-1.91, Synergy_HSA=-0.537. (8) Drug 1: CCN(CC)CCNC(=O)C1=C(NC(=C1C)C=C2C3=C(C=CC(=C3)F)NC2=O)C. Drug 2: CN(C(=O)NC(C=O)C(C(C(CO)O)O)O)N=O. Cell line: MDA-MB-435. Synergy scores: CSS=-1.89, Synergy_ZIP=2.67, Synergy_Bliss=2.46, Synergy_Loewe=0.211, Synergy_HSA=-2.76. (9) Drug 1: CC(C1=C(C=CC(=C1Cl)F)Cl)OC2=C(N=CC(=C2)C3=CN(N=C3)C4CCNCC4)N. Drug 2: CNC(=O)C1=NC=CC(=C1)OC2=CC=C(C=C2)NC(=O)NC3=CC(=C(C=C3)Cl)C(F)(F)F. Cell line: MDA-MB-231. Synergy scores: CSS=49.8, Synergy_ZIP=-4.04, Synergy_Bliss=-5.34, Synergy_Loewe=-5.51, Synergy_HSA=-3.71. (10) Drug 1: C1=NC2=C(N=C(N=C2N1C3C(C(C(O3)CO)O)F)Cl)N. Drug 2: CC1CCC2CC(C(=CC=CC=CC(CC(C(=O)C(C(C(=CC(C(=O)CC(OC(=O)C3CCCCN3C(=O)C(=O)C1(O2)O)C(C)CC4CCC(C(C4)OC)O)C)C)O)OC)C)C)C)OC. Cell line: MDA-MB-231. Synergy scores: CSS=29.6, Synergy_ZIP=2.86, Synergy_Bliss=2.12, Synergy_Loewe=-8.10, Synergy_HSA=0.342.